From a dataset of Forward reaction prediction with 1.9M reactions from USPTO patents (1976-2016). Predict the product of the given reaction. (1) Given the reactants [CH:1]([C:4]1[CH:12]=[C:7]2[CH:8]=[CH:9][CH:10]=[CH:11][N:6]2[N:5]=1)([CH3:3])[CH3:2].[I:13]N1C(=O)CCC1=O, predict the reaction product. The product is: [I:13][C:12]1[C:4]([CH:1]([CH3:3])[CH3:2])=[N:5][N:6]2[CH:11]=[CH:10][CH:9]=[CH:8][C:7]=12. (2) Given the reactants [C:1]1(P(C2C=CC=CC=2)C2C=CC=CC=2)C=CC=C[CH:2]=1.[N:20]1(CCO)[CH2:25][CH2:24][CH2:23][CH2:22][CH2:21]1.CCOC(/N=N/C(OCC)=O)=O.O1CCCCC1[N:47]1[C:55]2[C:50](=[CH:51][C:52]([C:56]3[N:60]=[CH:59][N:58](C(C4C=CC=CC=4)(C4C=CC=CC=4)C4C=CC=CC=4)[N:57]=3)=[CH:53][CH:54]=2)[C:49]([C:80]2[CH:81]=[C:82]([OH:86])[CH:83]=[CH:84][CH:85]=2)=[N:48]1.Cl, predict the reaction product. The product is: [NH:57]1[C:56]([C:52]2[CH:51]=[C:50]3[C:55](=[CH:54][CH:53]=2)[NH:47][N:48]=[C:49]3[C:80]2[CH:85]=[CH:84][CH:83]=[C:82]([O:86][CH2:1][CH2:2][CH:25]3[CH2:24][CH2:23][CH2:22][CH2:21][NH:20]3)[CH:81]=2)=[N:60][CH:59]=[N:58]1. (3) Given the reactants [O:1]1[C:5]2[CH:6]=[CH:7][CH:8]=[CH:9][C:4]=2[CH:3]=[C:2]1[C:10]1[N:14]2[N:15]=[C:16](Cl)[CH:17]=[CH:18][C:13]2=[N:12][CH:11]=1.Cl.[NH2:21][C@H:22]1[CH2:27][CH2:26][CH2:25][CH2:24][C@@H:23]1[OH:28].C(N(C(C)C)C(C)C)C, predict the reaction product. The product is: [O:1]1[C:5]2[CH:6]=[CH:7][CH:8]=[CH:9][C:4]=2[CH:3]=[C:2]1[C:10]1[N:14]2[N:15]=[C:16]([NH:21][C@H:22]3[CH2:27][CH2:26][CH2:25][CH2:24][C@@H:23]3[OH:28])[CH:17]=[CH:18][C:13]2=[N:12][CH:11]=1. (4) Given the reactants [OH2:1].[OH:2][C:3]1[CH:8]=[CH:7][C:6]([C:9]([C:12]2[CH:17]=[CH:16][C:15]([OH:18])=[CH:14][CH:13]=2)([CH3:11])[CH3:10])=[CH:5][CH:4]=1.[C:19](Cl)(Cl)=[O:20].[OH-:23].[Na+], predict the reaction product. The product is: [CH3:11][C:9]([C:6]1[CH:7]=[CH:8][C:3]([OH:2])=[CH:4][CH:5]=1)([C:12]1[CH:13]=[CH:14][C:15]([OH:18])=[CH:16][CH:17]=1)[CH3:10].[C:19]([OH:20])([OH:23])=[O:1]. (5) Given the reactants [OH-].[Na+].C[O:4][C:5](=[O:38])/[C:6](/[NH:17][C:18](=[O:37])[C:19]1[CH:24]=[CH:23][C:22]([C:25]([NH:27][CH2:28][C:29]2[CH:34]=[CH:33][CH:32]=[C:31]([OH:35])[CH:30]=2)=[O:26])=[CH:21][C:20]=1[Cl:36])=[CH:7]/[C:8]1[S:12][C:11]([CH:13]([CH3:15])[CH3:14])=[N:10][C:9]=1[CH3:16], predict the reaction product. The product is: [Cl:36][C:20]1[CH:21]=[C:22]([C:25]([NH:27][CH2:28][C:29]2[CH:34]=[CH:33][CH:32]=[C:31]([OH:35])[CH:30]=2)=[O:26])[CH:23]=[CH:24][C:19]=1[C:18]([NH:17]/[C:6](=[CH:7]\[C:8]1[S:12][C:11]([CH:13]([CH3:14])[CH3:15])=[N:10][C:9]=1[CH3:16])/[C:5]([OH:38])=[O:4])=[O:37]. (6) The product is: [NH2:1][C:4]1[CH:5]=[C:6]([CH:10]=[CH:11][C:12]=1[F:13])[C:7]([OH:9])=[O:8]. Given the reactants [N+:1]([C:4]1[CH:5]=[C:6]([CH:10]=[CH:11][C:12]=1[F:13])[C:7]([OH:9])=[O:8])([O-])=O, predict the reaction product. (7) Given the reactants [Cl:1][C:2]1[CH:7]=[CH:6][C:5]([S:8](/[N:11]=[CH:12]/[C:13]2[CH:14]=[N:15][CH:16]=[N:17][CH:18]=2)(=[O:10])=[O:9])=[CH:4][CH:3]=1.C[Si](C)(C)[C:21]([CH:23]=[CH2:24])=[CH2:22].C1C[O:30]CC1, predict the reaction product. The product is: [Cl:1][C:2]1[CH:7]=[CH:6][C:5]([S:8]([N:11]2[CH2:24][CH2:23][C:21](=[O:30])[CH2:22][CH:12]2[C:13]2[CH:18]=[N:17][CH:16]=[N:15][CH:14]=2)(=[O:9])=[O:10])=[CH:4][CH:3]=1.